This data is from Forward reaction prediction with 1.9M reactions from USPTO patents (1976-2016). The task is: Predict the product of the given reaction. (1) Given the reactants [Cl:1][C:2]1[CH:36]=[CH:35][C:5]([C:6]([N:8]2[CH2:14][C:13]3[CH:15]=[CH:16][C:17]([OH:19])=[CH:18][C:12]=3[N:11]([CH2:20][C:21]3[CH:26]=[CH:25][C:24]([C:27]([N:29]4[CH2:33][CH:32]=[CH:31][CH2:30]4)=[O:28])=[CH:23][CH:22]=3)[C:10](=[O:34])[CH2:9]2)=[O:7])=[CH:4][CH:3]=1.[C:37]1(P(C2C=CC=CC=2)C2C=CC=CC=2)[CH:42]=CC=C[CH:38]=1.C(O)(C)C.CCOC(/N=N/C(OCC)=O)=O, predict the reaction product. The product is: [Cl:1][C:2]1[CH:3]=[CH:4][C:5]([C:6]([N:8]2[CH2:14][C:13]3[CH:15]=[CH:16][C:17]([O:19][CH:37]([CH3:42])[CH3:38])=[CH:18][C:12]=3[N:11]([CH2:20][C:21]3[CH:26]=[CH:25][C:24]([C:27]([N:29]4[CH2:30][CH:31]=[CH:32][CH2:33]4)=[O:28])=[CH:23][CH:22]=3)[C:10](=[O:34])[CH2:9]2)=[O:7])=[CH:35][CH:36]=1. (2) Given the reactants [NH:1]1[CH2:5][CH2:4][CH2:3][C:2]1=[O:6].C(=O)([O-])[O-].[K+].[K+].Br[C:14]1[CH:19]=[CH:18][C:17]([N:20]2[CH2:25][CH2:24][CH2:23][C@H:22]([NH:26][C:27]([C:29]34[CH2:38][CH:33]5[CH2:34][CH:35]([CH2:37][CH:31]([CH:32]5[OH:39])[CH2:30]3)[CH2:36]4)=[O:28])[CH2:21]2)=[CH:16][CH:15]=1.C1(C)C=CC=CC=1, predict the reaction product. The product is: [OH:39][CH:32]1[CH:33]2[CH2:38][C:29]3([C:27]([NH:26][C@H:22]4[CH2:23][CH2:24][CH2:25][N:20]([C:17]5[CH:18]=[CH:19][C:14]([N:1]6[CH2:5][CH2:4][CH2:3][C:2]6=[O:6])=[CH:15][CH:16]=5)[CH2:21]4)=[O:28])[CH2:36][CH:35]([CH2:37][CH:31]1[CH2:30]3)[CH2:34]2.